Predict the product of the given reaction. From a dataset of Forward reaction prediction with 1.9M reactions from USPTO patents (1976-2016). (1) Given the reactants CC1(C)C(C)(C)OB([C:9]2[CH:10]=[CH:11][C:12]3[O:16][C:15]([CH:17]4[CH2:22][CH2:21][N:20]([C:23]([O:25][CH:26]([CH3:28])[CH3:27])=[O:24])[CH2:19][CH2:18]4)=[N:14][C:13]=3[CH:29]=2)O1.Br[C:32]1[CH:40]=[CH:39][C:35]([C:36]([NH2:38])=[O:37])=[CH:34][C:33]=1[Cl:41], predict the reaction product. The product is: [C:36]([C:35]1[CH:39]=[CH:40][C:32]([C:9]2[CH:10]=[CH:11][C:12]3[O:16][C:15]([CH:17]4[CH2:22][CH2:21][N:20]([C:23]([O:25][CH:26]([CH3:27])[CH3:28])=[O:24])[CH2:19][CH2:18]4)=[N:14][C:13]=3[CH:29]=2)=[C:33]([Cl:41])[CH:34]=1)(=[O:37])[NH2:38]. (2) The product is: [Cl:1][C:2]1[N:7]=[C:6]([OH:11])[C:5]([Cl:9])=[C:4]([Cl:10])[N:3]=1. Given the reactants [Cl:1][C:2]1[N:7]=[C:6](Cl)[C:5]([Cl:9])=[C:4]([Cl:10])[N:3]=1.[OH-:11].[Na+].Cl, predict the reaction product. (3) Given the reactants CB1OB(C)OB(C)O1.Br[C:11]1[CH:20]=[CH:19][CH:18]=[C:17]2[C:12]=1[CH:13]=[CH:14][C:15]([C:21]([O:23][CH3:24])=[O:22])=[CH:16]2.[C:25](=O)([O-])[O-].[K+].[K+], predict the reaction product. The product is: [CH3:24][O:23][C:21]([C:15]1[CH:14]=[CH:13][C:12]2[C:17](=[CH:18][CH:19]=[CH:20][C:11]=2[CH3:25])[CH:16]=1)=[O:22]. (4) Given the reactants [NH2:1][C@H:2]([C:7]([OH:9])=[O:8])[C:3]([SH:6])([CH3:5])[CH3:4].[OH-].[Na+].[CH3:12]I.Cl[C:15]([O:17][CH3:18])=[O:16], predict the reaction product. The product is: [CH3:18][O:17][C:15]([NH:1][C@@H:2]([C:3]([CH3:5])([S:6][CH3:12])[CH3:4])[C:7]([OH:9])=[O:8])=[O:16].